Predict the reaction yield, written as a fraction of the theoretical maximum amount of product (1.0 means a 100% yield; for example, 0.34 means a 34% yield). From a dataset of Reaction yield outcomes from USPTO patents with 853,638 reactions. The reactants are B(Br)(Br)Br.C[O:6][C:7]1[CH:12]=[CH:11][CH:10]=[CH:9][C:8]=1[C:13]1[N:14]([CH2:31][CH2:32][C:33]2[CH:38]=[CH:37][CH:36]=[CH:35][CH:34]=2)[C:15](=[O:30])[C:16]2[N:22](C(OC(C)(C)C)=O)[CH2:21][CH2:20][CH2:19][C:17]=2[N:18]=1.C([O-])([O-])=O.[Na+].[Na+]. The catalyst is C(Cl)Cl. The product is [OH:6][C:7]1[CH:12]=[CH:11][CH:10]=[CH:9][C:8]=1[C:13]1[N:14]([CH2:31][CH2:32][C:33]2[CH:34]=[CH:35][CH:36]=[CH:37][CH:38]=2)[C:15](=[O:30])[C:16]2[NH:22][CH2:21][CH2:20][CH2:19][C:17]=2[N:18]=1. The yield is 0.540.